From a dataset of Peptide-MHC class II binding affinity with 134,281 pairs from IEDB. Regression. Given a peptide amino acid sequence and an MHC pseudo amino acid sequence, predict their binding affinity value. This is MHC class II binding data. (1) The peptide sequence is AFILDGWNLFPKV. The MHC is DRB1_0401 with pseudo-sequence DRB1_0401. The binding affinity (normalized) is 0.779. (2) The peptide sequence is RSHDVLTVQFLILGM. The MHC is HLA-DQA10201-DQB10303 with pseudo-sequence HLA-DQA10201-DQB10303. The binding affinity (normalized) is 0.345. (3) The peptide sequence is KKLVGGVVLLGAMLVGQ. The MHC is DRB5_0101 with pseudo-sequence DRB5_0101. The binding affinity (normalized) is 0.733.